From a dataset of Full USPTO retrosynthesis dataset with 1.9M reactions from patents (1976-2016). Predict the reactants needed to synthesize the given product. (1) Given the product [CH2:19]([O:18][C:16](=[O:17])[CH:15]([CH2:14][NH:31][CH2:30][C:29]1[CH:32]=[CH:33][C:26]([F:25])=[CH:27][CH:28]=1)[CH2:21][CH2:22][CH3:23])[CH3:20], predict the reactants needed to synthesize it. The reactants are: [H-].C([Al+]CC(C)C)C(C)C.C(O[C:14](=O)[CH:15]([CH2:21][CH2:22][CH3:23])[C:16]([O:18][CH2:19][CH3:20])=[O:17])C.[F:25][C:26]1[CH:33]=[CH:32][C:29]([CH2:30][NH2:31])=[CH:28][CH:27]=1.C([BH3-])#N.[Na+]. (2) Given the product [CH:21]([C:9]1[NH:10][CH:11]=[CH:12][C:8]=1[C:5]1[CH:4]=[CH:3][C:2]([CH3:1])=[CH:7][CH:6]=1)=[O:22], predict the reactants needed to synthesize it. The reactants are: [CH3:1][C:2]1[CH:7]=[CH:6][C:5]([C:8]2[CH:12]=[CH:11][NH:10][CH:9]=2)=[CH:4][CH:3]=1.O=P(Cl)(Cl)Cl.CN([CH:21]=[O:22])C. (3) Given the product [Br:17][C:9]1[C:2]([OH:1])=[C:3]([CH:6]=[C:7]([O:10][CH3:11])[CH:8]=1)[CH:4]=[O:5], predict the reactants needed to synthesize it. The reactants are: [OH:1][C:2]1[CH:9]=[CH:8][C:7]([O:10][CH3:11])=[CH:6][C:3]=1[CH:4]=[O:5].C([O-])(=O)C.[Na+].[Br:17]Br.S([O-])([O-])(=O)=S.[Na+].[Na+].